Dataset: CYP3A4 inhibition data for predicting drug metabolism from PubChem BioAssay. Task: Regression/Classification. Given a drug SMILES string, predict its absorption, distribution, metabolism, or excretion properties. Task type varies by dataset: regression for continuous measurements (e.g., permeability, clearance, half-life) or binary classification for categorical outcomes (e.g., BBB penetration, CYP inhibition). Dataset: cyp3a4_veith. (1) The molecule is COc1ccccc1-c1cncnc1NCCNC(C)=O. The result is 1 (inhibitor). (2) The compound is N#Cc1ccc(CN2CC3(CCN(C(=O)c4cnccn4)CC3)C2)cc1. The result is 0 (non-inhibitor). (3) The molecule is C[C@@H](COc1ccccc1)N[C@@H](C)[C@H](O)c1ccc(O)cc1. The result is 0 (non-inhibitor). (4) The compound is O=C(Nc1cccc(C(F)(F)F)c1)C1CCCN1S(=O)(=O)c1cccc2cccnc12. The result is 1 (inhibitor). (5) The compound is O=C(NC1CCCCC1)c1ccc(COCC(F)(F)F)o1. The result is 0 (non-inhibitor). (6) The compound is COC(=O)Cn1c(C(=O)N2CCCC2)cc2c1C[C@H]1CN(C(=O)c3ccccc3)[C@@](Cc3ccc(F)cc3)(C(=O)OC)[C@@H]21. The result is 1 (inhibitor). (7) The compound is COc1ccc2cc3cc(C(=O)NCc4ccc5c(c4)OCO5)oc3nc2c1. The result is 1 (inhibitor). (8) The molecule is CCCC(=O)Nc1ncnc2c1ncn2[C@@H]1O[C@H]2COP(=O)([O-])O[C@@H]2[C@@H]1OC(=O)CCC.O.[Na+]. The result is 0 (non-inhibitor).